From a dataset of Forward reaction prediction with 1.9M reactions from USPTO patents (1976-2016). Predict the product of the given reaction. Given the reactants [CH3:1][O:2][CH2:3][CH2:4][O:5][C:6]1[CH:11]=[CH:10][N:9]2[C:12]([C:15]([OH:17])=O)=[CH:13][N:14]=[C:8]2[CH:7]=1.C(Cl)(=O)C(Cl)=O.[CH2:24]([N:31]1[C:39]2[CH:38]=[CH:37][CH:36]=[C:35]([NH2:40])[C:34]=2[C:33]([I:41])=[N:32]1)[C:25]1[CH:30]=[CH:29][CH:28]=[CH:27][CH:26]=1.C(N(C(C)C)CC)(C)C, predict the reaction product. The product is: [CH2:24]([N:31]1[C:39]2[C:34](=[C:35]([NH:40][C:15]([C:12]3[N:9]4[CH:10]=[CH:11][C:6]([O:5][CH2:4][CH2:3][O:2][CH3:1])=[CH:7][C:8]4=[N:14][CH:13]=3)=[O:17])[CH:36]=[CH:37][CH:38]=2)[C:33]([I:41])=[N:32]1)[C:25]1[CH:26]=[CH:27][CH:28]=[CH:29][CH:30]=1.